Task: Predict which catalyst facilitates the given reaction.. Dataset: Catalyst prediction with 721,799 reactions and 888 catalyst types from USPTO (1) Reactant: [C:1]1([C:25]2[CH:30]=[CH:29][CH:28]=[CH:27][CH:26]=2)[CH:6]=[CH:5][C:4]([CH2:7][C@@H:8]([NH:17]C(OC(C)(C)C)=O)[CH2:9][C@:10]([CH2:15][OH:16])([CH3:14])[C:11](O)=[O:12])=[CH:3][CH:2]=1.C1C=CC2N(O)N=NC=2C=1.CCN=C=NCCCN(C)C.[CH2:52]([OH:59])[C:53]1[CH:58]=[CH:57][CH:56]=[CH:55][CH:54]=1.CN1CCOCC1.CC#N.Cl. Product: [CH2:52]([O:59][C:11](=[O:12])[C@@:10]([CH2:15][OH:16])([CH3:14])[CH2:9][C@H:8]([NH2:17])[CH2:7][C:4]1[CH:5]=[CH:6][C:1]([C:25]2[CH:30]=[CH:29][CH:28]=[CH:27][CH:26]=2)=[CH:2][CH:3]=1)[C:53]1[CH:58]=[CH:57][CH:56]=[CH:55][CH:54]=1. The catalyst class is: 135. (2) Product: [CH3:9][C:8]([CH3:11])([O:7][C:5](=[O:6])[NH:4][CH:3]([C@H:12]1[CH2:17][CH2:16][C@H:15]([CH2:18][C:19]([O:21][CH2:22][CH3:23])=[O:20])[CH2:14][CH2:13]1)[CH2:2][NH:1][C:29](=[O:30])[O:28][C:24]([CH3:27])([CH3:26])[CH3:25])[CH3:10]. The catalyst class is: 2. Reactant: [NH2:1][CH2:2][CH:3]([C@H:12]1[CH2:17][CH2:16][C@H:15]([CH2:18][C:19]([O:21][CH2:22][CH3:23])=[O:20])[CH2:14][CH2:13]1)[NH:4][C:5]([O:7][C:8]([CH3:11])([CH3:10])[CH3:9])=[O:6].[C:24]([O:28][C:29](O[C:29]([O:28][C:24]([CH3:27])([CH3:26])[CH3:25])=[O:30])=[O:30])([CH3:27])([CH3:26])[CH3:25]. (3) Reactant: [CH3:1][C:2]1[CH:6]=[C:5]([CH2:7]O)[N:4]([C:9]2[CH:14]=[CH:13][CH:12]=[CH:11][CH:10]=2)[N:3]=1.C1(P(C2C=CC=CC=2)C2C=CC=CC=2)C=CC=CC=1.[C:34]1(=[O:44])[NH:38][C:37](=[O:39])[C:36]2=[CH:40][CH:41]=[CH:42][CH:43]=[C:35]12.N(C(OCC)=O)=NC(OCC)=O. Product: [CH3:1][C:2]1[CH:6]=[C:5]([CH2:7][N:38]2[C:34](=[O:44])[C:35]3[C:36](=[CH:40][CH:41]=[CH:42][CH:43]=3)[C:37]2=[O:39])[N:4]([C:9]2[CH:14]=[CH:13][CH:12]=[CH:11][CH:10]=2)[N:3]=1. The catalyst class is: 1. (4) Reactant: [N:1]1[CH:6]=[CH:5][C:4]([CH3:7])=[CH:3][CH:2]=1.[CH3:8][I:9]. Product: [I-:9].[CH3:8][N+:1]1[CH:6]=[CH:5][C:4]([CH3:7])=[CH:3][CH:2]=1. The catalyst class is: 11. (5) Reactant: [O:1]=[C:2]1[CH2:10][C:9]2[C:4](=[CH:5][CH:6]=[C:7]([S:11]([CH2:14][C:15]3[CH:22]=[CH:21][CH:20]=[CH:19][C:16]=3[C:17]#[N:18])(=[O:13])=[O:12])[CH:8]=2)[NH:3]1.[CH3:23][C:24]1[C:28]([C:29]([N:31]2[CH2:36][CH2:35][N:34]([CH3:37])[CH2:33][CH2:32]2)=[O:30])=[C:27]([CH3:38])[NH:26][C:25]=1[CH:39]=O.N1CCCCC1. Product: [CH3:23][C:24]1[C:28]([C:29]([N:31]2[CH2:32][CH2:33][N:34]([CH3:37])[CH2:35][CH2:36]2)=[O:30])=[C:27]([CH3:38])[NH:26][C:25]=1/[CH:39]=[C:10]1\[C:2](=[O:1])[NH:3][C:4]2[C:9]\1=[CH:8][C:7]([S:11]([CH2:14][C:15]1[CH:22]=[CH:21][CH:20]=[CH:19][C:16]=1[C:17]#[N:18])(=[O:12])=[O:13])=[CH:6][CH:5]=2. The catalyst class is: 8. (6) Reactant: [CH3:1][S:2]([N:5]([CH3:49])[C:6]1[CH:11]=[CH:10][CH:9]=[CH:8][C:7]=1[C:12]1[N:20]2[C:15]([CH:16]=[N:17][C:18]([NH:21][C:22]3[CH:27]=[CH:26][C:25]([CH:28]4[CH2:33][CH2:32][N:31]([CH2:34][C:35]([NH2:37])=[O:36])[CH2:30][CH2:29]4)=[CH:24][C:23]=3[O:38][CH3:39])=[N:19]2)=[C:14]([O:40]COCC[Si](C)(C)C)[CH:13]=1)(=[O:4])=[O:3].FC(F)(F)C(O)=O. Product: [OH:40][C:14]1[CH:13]=[C:12]([C:7]2[CH:8]=[CH:9][CH:10]=[CH:11][C:6]=2[N:5]([S:2]([CH3:1])(=[O:3])=[O:4])[CH3:49])[N:20]2[C:15]=1[CH:16]=[N:17][C:18]([NH:21][C:22]1[CH:27]=[CH:26][C:25]([CH:28]3[CH2:33][CH2:32][N:31]([CH2:34][C:35]([NH2:37])=[O:36])[CH2:30][CH2:29]3)=[CH:24][C:23]=1[O:38][CH3:39])=[N:19]2. The catalyst class is: 2. (7) Reactant: [Cl:1][C:2]1[CH:7]=[CH:6][C:5]([CH2:8][CH2:9]O)=[CH:4][CH:3]=1.CN(C)C(=O)C.S(Cl)([Cl:19])=O. Product: [Cl:1][C:2]1[CH:7]=[CH:6][C:5]([CH2:8][CH2:9][Cl:19])=[CH:4][CH:3]=1. The catalyst class is: 11.